This data is from Forward reaction prediction with 1.9M reactions from USPTO patents (1976-2016). The task is: Predict the product of the given reaction. (1) Given the reactants [C:1]1([C:7]([OH:9])=[O:8])([C:4](O)=[O:5])[CH2:3][CH2:2]1.S(Cl)(Cl)=O.[F:14][C:15]1[CH:21]=[C:20]([F:22])[CH:19]=[CH:18][C:16]=1[NH2:17].[OH-].[Na+], predict the reaction product. The product is: [F:14][C:15]1[CH:21]=[C:20]([F:22])[CH:19]=[CH:18][C:16]=1[NH:17][C:4]([C:1]1([C:7]([OH:9])=[O:8])[CH2:3][CH2:2]1)=[O:5]. (2) The product is: [Si:38]([O:37][C@@H:35]([CH3:36])[C@H:16]([N:1]1[CH:5]=[C:4]([C:6]([NH2:8])=[O:7])[N:3]=[CH:2]1)[CH2:17][CH2:18][C:19]1[C:24]2[N:25]=[C:26]([C:28]3[CH:33]=[CH:32][C:31]([Cl:34])=[CH:30][CH:29]=3)[O:27][C:23]=2[CH:22]=[CH:21][CH:20]=1)([C:41]([CH3:44])([CH3:42])[CH3:43])([CH3:40])[CH3:39]. Given the reactants [NH:1]1[CH:5]=[C:4]([C:6]([NH2:8])=[O:7])[N:3]=[CH:2]1.[H-].[Na+].CS(O[C@H:16]([C@@H:35]([O:37][Si:38]([C:41]([CH3:44])([CH3:43])[CH3:42])([CH3:40])[CH3:39])[CH3:36])[CH2:17][CH2:18][C:19]1[C:24]2[N:25]=[C:26]([C:28]3[CH:33]=[CH:32][C:31]([Cl:34])=[CH:30][CH:29]=3)[O:27][C:23]=2[CH:22]=[CH:21][CH:20]=1)(=O)=O.O, predict the reaction product. (3) The product is: [O:23]=[C:18]1[NH:19][C:20](=[O:22])[C:21](=[CH:1][C:3]2[O:7][C:6]([C:8]3[CH:9]=[CH:10][C:11]([C:12]([OH:14])=[O:13])=[CH:15][CH:16]=3)=[CH:5][CH:4]=2)[S:17]1. Given the reactants [CH:1]([C:3]1[O:7][C:6]([C:8]2[CH:16]=[CH:15][C:11]([C:12]([OH:14])=[O:13])=[CH:10][CH:9]=2)=[CH:5][CH:4]=1)=O.[S:17]1[CH2:21][C:20](=[O:22])[NH:19][C:18]1=[O:23].N1CCCCC1, predict the reaction product. (4) Given the reactants Br[C:2]1[CH:3]=[C:4]([N:8]2[C:12]([CH3:13])=[C:11]([C:14]([N:16]3[CH2:20][CH2:19][CH:18]([N:21]([CH2:24][CH3:25])[CH2:22][CH3:23])[CH2:17]3)=[O:15])[C:10]([CH3:26])=[N:9]2)[CH:5]=[CH:6][CH:7]=1.[CH:27]1(/[CH:33]=[CH:34]/B(O)O)[CH2:32][CH2:31][CH2:30][CH2:29][CH2:28]1, predict the reaction product. The product is: [CH:27]1(/[CH:33]=[CH:34]/[C:2]2[CH:3]=[C:4]([N:8]3[C:12]([CH3:13])=[C:11]([C:14]([N:16]4[CH2:20][CH2:19][CH:18]([N:21]([CH2:24][CH3:25])[CH2:22][CH3:23])[CH2:17]4)=[O:15])[C:10]([CH3:26])=[N:9]3)[CH:5]=[CH:6][CH:7]=2)[CH2:32][CH2:31][CH2:30][CH2:29][CH2:28]1. (5) The product is: [Cl:1][C:2]1[C:3]([N:27]([CH3:31])[CH2:28][CH2:29][CH3:30])=[CH:4][C:5]2[N:11]=[C:10]([C:12]3[CH:17]=[CH:16][CH:15]=[C:14]([N:18]4[C:22]([CH2:23][N:37]5[CH2:41][CH2:40][CH2:39][CH2:38]5)=[N:21][CH:20]=[N:19]4)[CH:13]=3)[CH2:9][C:8](=[O:25])[NH:7][C:6]=2[CH:26]=1. Given the reactants [Cl:1][C:2]1[C:3]([N:27]([CH3:31])[CH2:28][CH2:29][CH3:30])=[CH:4][C:5]2[N:11]=[C:10]([C:12]3[CH:17]=[CH:16][CH:15]=[C:14]([N:18]4[C:22]([CH2:23]O)=[N:21][CH:20]=[N:19]4)[CH:13]=3)[CH2:9][C:8](=[O:25])[NH:7][C:6]=2[CH:26]=1.S(Cl)(Cl)=O.[Cl-].[NH:37]1[CH2:41][CH2:40][CH2:39][CH2:38]1, predict the reaction product. (6) Given the reactants [CH3:1][O:2][C:3](=[O:38])[CH2:4][NH:5][C:6](=[O:37])[C:7]1[CH:12]=[C:11]([Cl:13])[C:10]([O:14][C:15]2[CH:20]=[CH:19][N:18]=[CH:17][C:16]=2[C:21]([N:23]2[C:32]3[C:27](=[CH:28][CH:29]=[CH:30][CH:31]=3)[N:26]([CH:33]3[CH2:35][CH2:34]3)[CH2:25][CH2:24]2)=[O:22])=[CH:9][C:8]=1[Cl:36].Cl.[CH3:40]OC(=O)CNC, predict the reaction product. The product is: [CH3:1][O:2][C:3](=[O:38])[CH2:4][N:5]([C:6](=[O:37])[C:7]1[CH:12]=[C:11]([Cl:13])[C:10]([O:14][C:15]2[CH:20]=[CH:19][N:18]=[CH:17][C:16]=2[C:21]([N:23]2[C:32]3[C:27](=[CH:28][CH:29]=[CH:30][CH:31]=3)[N:26]([CH:33]3[CH2:34][CH2:35]3)[CH2:25][CH2:24]2)=[O:22])=[CH:9][C:8]=1[Cl:36])[CH3:40]. (7) Given the reactants FC(F)(F)S(O[C:7]1[CH:8]=[C:9]2[C:14](=[CH:15][CH:16]=1)[C:13]([C:17]([O:19][CH2:20][CH3:21])=[O:18])=[CH:12][CH:11]=[CH:10]2)(=O)=O.C([O-])([O-])=O.[Na+].[Na+].[OH:30][C:31]1[CH:36]=[CH:35][C:34](B(O)O)=[CH:33][CH:32]=1, predict the reaction product. The product is: [OH:30][C:31]1[CH:36]=[CH:35][C:34]([C:7]2[CH:8]=[C:9]3[C:14](=[CH:15][CH:16]=2)[C:13]([C:17]([O:19][CH2:20][CH3:21])=[O:18])=[CH:12][CH:11]=[CH:10]3)=[CH:33][CH:32]=1.